Dataset: Catalyst prediction with 721,799 reactions and 888 catalyst types from USPTO. Task: Predict which catalyst facilitates the given reaction. (1) Reactant: [Li+].[OH-].O.[C:4]([NH:7][C@:8]1([CH:22]([CH2:24][CH3:25])[CH3:23])[CH2:12][CH2:11][N:10]([C@@H:13]([CH2:18][CH:19]=[CH2:20])[C:14]([O:16]C)=[O:15])[C:9]1=[O:21])(=[O:6])[CH3:5]. Product: [C:4]([NH:7][C@:8]1([CH:22]([CH2:24][CH3:25])[CH3:23])[CH2:12][CH2:11][N:10]([C@@H:13]([CH2:18][CH:19]=[CH2:20])[C:14]([OH:16])=[O:15])[C:9]1=[O:21])(=[O:6])[CH3:5]. The catalyst class is: 295. (2) Reactant: [Br:1][C:2]1[C:3]([OH:13])=[C:4]([O:11][CH3:12])[C:5]([Cl:10])=[C:6]([CH:9]=1)[CH:7]=[O:8].[CH3:14]OS(OC)(=O)=O. Product: [Br:1][C:2]1[C:3]([O:13][CH3:14])=[C:4]([O:11][CH3:12])[C:5]([Cl:10])=[C:6]([CH:9]=1)[CH:7]=[O:8]. The catalyst class is: 1. (3) Reactant: [CH3:1][C:2]1[N:3]=[C:4]([C:10]2[CH:15]=[CH:14][CH:13]=[CH:12][CH:11]=2)[O:5][C:6]=1[C:7]([OH:9])=O.Cl.CN(C)CCCN=C=NCC.[N:28]1[CH:33]=[CH:32][CH:31]=[CH:30][C:29]=1[CH2:34][NH:35][CH2:36][C:37]([O:39][CH2:40][CH3:41])=[O:38].[Cl-].[NH4+]. Product: [CH3:1][C:2]1[N:3]=[C:4]([C:10]2[CH:15]=[CH:14][CH:13]=[CH:12][CH:11]=2)[O:5][C:6]=1[C:7]([N:35]([CH2:36][C:37]([O:39][CH2:40][CH3:41])=[O:38])[CH2:34][C:29]1[CH:30]=[CH:31][CH:32]=[CH:33][N:28]=1)=[O:9]. The catalyst class is: 119. (4) Reactant: [C:1]([O:5][C:6](=[O:31])[CH2:7][O:8][C:9]1[C:14]2[CH2:15][CH2:16][CH2:17][CH2:18][CH:19]([NH:20][S:21]([C:24]3[CH:29]=[CH:28][C:27](Br)=[CH:26][N:25]=3)(=[O:23])=[O:22])[C:13]=2[CH:12]=[CH:11][CH:10]=1)([CH3:4])([CH3:3])[CH3:2].[C:32]([C:36]1[CH:37]=[C:38](B(O)O)[CH:39]=[C:40]([CH3:42])[CH:41]=1)([CH3:35])([CH3:34])[CH3:33].C([O-])([O-])=O.[K+].[K+]. Product: [C:1]([O:5][C:6](=[O:31])[CH2:7][O:8][C:9]1[C:14]2[CH2:15][CH2:16][CH2:17][CH2:18][CH:19]([NH:20][S:21]([C:24]3[CH:29]=[CH:28][C:27]([C:38]4[CH:39]=[C:40]([CH3:42])[CH:41]=[C:36]([C:32]([CH3:35])([CH3:34])[CH3:33])[CH:37]=4)=[CH:26][N:25]=3)(=[O:23])=[O:22])[C:13]=2[CH:12]=[CH:11][CH:10]=1)([CH3:4])([CH3:3])[CH3:2]. The catalyst class is: 73. (5) Reactant: [C:1]([NH:4][C:5]1[CH:6]=[C:7]2[C:11](=[CH:12][C:13]=1[C:14]#[N:15])[CH:10]([NH:16][C:17]1[CH:29]=[CH:28][C:20]([C:21]([O:23][C:24]([CH3:27])([CH3:26])[CH3:25])=[O:22])=[C:19]([F:30])[CH:18]=1)[CH2:9][CH2:8]2)(=O)[CH3:2].C([OH:33])C.OO.[OH-].[Na+]. Product: [CH3:2][C:1]1[NH:15][C:14](=[O:33])[C:13]2[C:5](=[CH:6][C:7]3[CH2:8][CH2:9][CH:10]([NH:16][C:17]4[CH:29]=[CH:28][C:20]([C:21]([O:23][C:24]([CH3:25])([CH3:26])[CH3:27])=[O:22])=[C:19]([F:30])[CH:18]=4)[C:11]=3[CH:12]=2)[N:4]=1. The catalyst class is: 6. (6) Reactant: [OH-].[Na+].[CH:3]1([NH:6][CH:7]([CH2:42][CH3:43])[CH2:8][CH2:9][O:10][C:11]2[CH:16]=[CH:15][C:14]([C:17]3[CH:22]=[CH:21][C:20]([C:23]([O:25]CC)=[O:24])=[CH:19][CH:18]=3)=[CH:13][C:12]=2[C:28]2[CH:37]=[CH:36][C:35]3[C:34]([CH3:39])([CH3:38])[CH2:33][CH2:32][C:31]([CH3:41])([CH3:40])[C:30]=3[CH:29]=2)[CH2:5][CH2:4]1. Product: [CH:3]1([NH:6][CH:7]([CH2:42][CH3:43])[CH2:8][CH2:9][O:10][C:11]2[CH:16]=[CH:15][C:14]([C:17]3[CH:22]=[CH:21][C:20]([C:23]([OH:25])=[O:24])=[CH:19][CH:18]=3)=[CH:13][C:12]=2[C:28]2[CH:37]=[CH:36][C:35]3[C:34]([CH3:38])([CH3:39])[CH2:33][CH2:32][C:31]([CH3:41])([CH3:40])[C:30]=3[CH:29]=2)[CH2:5][CH2:4]1. The catalyst class is: 7.